Dataset: Full USPTO retrosynthesis dataset with 1.9M reactions from patents (1976-2016). Task: Predict the reactants needed to synthesize the given product. (1) Given the product [CH2:34]([O:38][C:6]1[N:14]=[C:13]2[C:9]([N:10]=[C:11]([O:24][CH3:25])[N:12]2[CH2:15][CH2:16][CH2:17][CH:18]2[CH2:23][CH2:22][CH2:21][O:20][CH2:19]2)=[C:8]([NH2:26])[N:7]=1)[CH2:35][CH2:36][CH3:37], predict the reactants needed to synthesize it. The reactants are: C(N[C:6]1[N:14]=[C:13]2[C:9]([N:10]=[C:11]([O:24][CH3:25])[N:12]2[CH2:15][CH2:16][CH2:17][CH2:18][CH:19]2[CH2:23][CH2:22][CH2:21][O:20]2)=[C:8]([NH2:26])[N:7]=1)CCC.FC(F)(F)C(O)=O.[CH2:34]([O:38]C1NC(N)=C2C(N=1)=NC(OC)=N2)[CH2:35][CH2:36][CH3:37].BrCCCC1CCCOC1. (2) Given the product [CH3:1][O:2][C:3]1[CH:52]=[CH:51][C:6]([C:7]([O:22][CH2:23][C@H:24]2[O:28][C@@H:27]([N:29]3[CH:36]=[CH:35][C:33](=[O:34])[N:32]([CH2:37][CH2:38][CH2:39][CH2:40][CH2:41][CH2:42][NH2:43])[C:30]3=[O:31])[CH2:26][C@@H:25]2[OH:50])([C:16]2[CH:17]=[CH:18][CH:19]=[CH:20][CH:21]=2)[C:8]2[CH:13]=[CH:12][C:11]([O:14][CH3:15])=[CH:10][CH:9]=2)=[CH:5][CH:4]=1, predict the reactants needed to synthesize it. The reactants are: [CH3:1][O:2][C:3]1[CH:52]=[CH:51][C:6]([C:7]([O:22][CH2:23][C@H:24]2[O:28][C@@H:27]([N:29]3[CH:36]=[CH:35][C:33](=[O:34])[N:32]([CH2:37][CH2:38][CH2:39][CH2:40][CH2:41][CH2:42][NH:43]C(=O)C(F)(F)F)[C:30]3=[O:31])[CH2:26][C@@H:25]2[OH:50])([C:16]2[CH:21]=[CH:20][CH:19]=[CH:18][CH:17]=2)[C:8]2[CH:13]=[CH:12][C:11]([O:14][CH3:15])=[CH:10][CH:9]=2)=[CH:5][CH:4]=1.N. (3) Given the product [O:46]1[C:25]2[CH:26]=[CH:27][CH:28]=[CH:29][C:24]=2[N:44]=[C:45]1[C:9]([C:11]1[N:12]=[CH:13][N:14]2[C:19](=[O:20])[N:18]([CH2:21][O:22][CH3:23])[N:17]=[N:16][C:15]=12)=[O:10], predict the reactants needed to synthesize it. The reactants are: OC1C=CC=CC=1N[C:9]([C:11]1[N:12]=[CH:13][N:14]2[C:19](=[O:20])[N:18]([CH2:21][O:22][CH3:23])[N:17]=[N:16][C:15]=12)=[O:10].[C:24]1(P([C:24]2[CH:29]=[CH:28][CH:27]=[CH:26][CH:25]=2)[C:24]2[CH:29]=[CH:28][CH:27]=[CH:26][CH:25]=2)[CH:29]=[CH:28][CH:27]=[CH:26][CH:25]=1.N(C(OC(C)C)=O)=[N:44][C:45](OC(C)C)=[O:46]. (4) Given the product [CH3:19][O:18][C:14]1[S:13][C:12]2=[N:11][C:10]([C:8]3[O:9][C:5]4[CH:4]=[C:3]([O:2][CH3:1])[CH:21]=[C:20]([O:22][CH2:54][C:50]5[CH:51]=[CH:52][CH:53]=[C:48]([C:43]6[N:42]=[CH:47][CH:46]=[CH:45][N:44]=6)[CH:49]=5)[C:6]=4[CH:7]=3)=[CH:17][N:16]2[N:15]=1, predict the reactants needed to synthesize it. The reactants are: [CH3:1][O:2][C:3]1[CH:4]=[C:5]2[O:9][C:8]([C:10]3[N:11]=[C:12]4[N:16]([CH:17]=3)[N:15]=[C:14]([O:18][CH3:19])[S:13]4)=[CH:7][C:6]2=[C:20]([OH:22])[CH:21]=1.C1(P(C2C=CC=CC=2)C2C=CC=CC=2)C=CC=CC=1.[N:42]1[CH:47]=[CH:46][CH:45]=[N:44][C:43]=1[C:48]1[CH:49]=[C:50]([CH2:54]O)[CH:51]=[CH:52][CH:53]=1.N(C(OC(C)C)=O)=NC(OC(C)C)=O. (5) Given the product [ClH:30].[NH2:7][CH2:8][C:9]1([C:12]2[CH:13]=[CH:14][C:15]([C:18]3[C:19]4[C:20]5[CH:34]=[CH:33][S:32][C:21]=5[C:22](=[O:31])[NH:23][C:24]=4[C:25]([Cl:30])=[CH:26][C:27]=3[OH:28])=[CH:16][CH:17]=2)[CH2:10][CH2:11]1, predict the reactants needed to synthesize it. The reactants are: C(OC(=O)[NH:7][CH2:8][C:9]1([C:12]2[CH:17]=[CH:16][C:15]([C:18]3[C:19]4[C:20]5[CH:34]=[CH:33][S:32][C:21]=5[C:22](=[O:31])[NH:23][C:24]=4[C:25]([Cl:30])=[CH:26][C:27]=3[O:28]C)=[CH:14][CH:13]=2)[CH2:11][CH2:10]1)(C)(C)C.BrB(Br)Br. (6) Given the product [CH2:1]([C@@H:3]1[CH2:8][O:7][CH2:6][CH2:5][N:4]1[C:9]1[N:14]=[C:13]([NH:15][CH3:16])[N:12]=[C:11]([C:17]2[CH:24]=[C:23]3[C:20]([C:21]([NH2:22])=[N:32][NH:33]3)=[C:19]([N:27]3[CH2:31][CH2:30][CH2:29][CH2:28]3)[CH:18]=2)[CH:10]=1)[CH3:2], predict the reactants needed to synthesize it. The reactants are: [CH2:1]([C@@H:3]1[CH2:8][O:7][CH2:6][CH2:5][N:4]1[C:9]1[N:14]=[C:13]([NH:15][CH3:16])[N:12]=[C:11]([C:17]2[CH:24]=[C:23](F)[C:20]([C:21]#[N:22])=[C:19](F)[CH:18]=2)[CH:10]=1)[CH3:2].[NH:27]1[CH2:31][CH2:30][CH2:29][CH2:28]1.[NH2:32][NH2:33].CCN(C(C)C)C(C)C. (7) Given the product [Br:1][C:2]1[CH:3]=[CH:4][C:5]([N:8]2[C:9]3[C:24]([OH:26])=[C:15]([C:16]4[CH:17]=[CH:18][C:19]([F:22])=[CH:20][CH:21]=4)[C:14](=[O:23])[NH:13][C:10]=3[CH:11]=[CH:12]2)=[CH:6][CH:7]=1, predict the reactants needed to synthesize it. The reactants are: [Br:1][C:2]1[CH:7]=[CH:6][C:5]([N:8]2[CH:12]=[CH:11][C:10]([NH:13][C:14](=[O:23])[CH2:15][C:16]3[CH:21]=[CH:20][C:19]([F:22])=[CH:18][CH:17]=3)=[C:9]2[C:24]([O:26]CC)=O)=[CH:4][CH:3]=1.CC(C)([O-])C.[K+].Cl. (8) Given the product [CH3:1][O:2][C:3]([C:4]1[N:19]=[C:20]([C:21]2[CH:26]=[CH:25][C:24]([C:27]([F:30])([F:29])[F:28])=[CH:23][CH:22]=2)[S:42][C:5]=1[C:7]1[CH:12]=[CH:11][C:10]([C:13]2[CH:18]=[CH:17][CH:16]=[CH:15][CH:14]=2)=[CH:9][CH:8]=1)=[O:32], predict the reactants needed to synthesize it. The reactants are: [CH3:1][O:2][C:3](=[O:32])[CH:4]([NH:19][C:20](=O)[C:21]1[CH:26]=[CH:25][C:24]([C:27]([F:30])([F:29])[F:28])=[CH:23][CH:22]=1)[C:5]([C:7]1[CH:12]=[CH:11][C:10]([C:13]2[CH:18]=[CH:17][CH:16]=[CH:15][CH:14]=2)=[CH:9][CH:8]=1)=O.COC1C=CC(P2(SP(C3C=CC(OC)=CC=3)(=S)S2)=[S:42])=CC=1. (9) Given the product [CH3:24][C:23]1[O:22][C:21]([C:25]2[CH:26]=[CH:27][C:28]([CH:31]=[O:32])=[CH:29][CH:30]=2)=[N:20][C:19]=1[CH2:18][N:14]1[C:15]2[C:11](=[CH:10][C:9]([C:3]([OH:8])([C:4]([F:7])([F:6])[F:5])[C:2]([F:1])([F:34])[F:35])=[CH:17][CH:16]=2)[CH:12]=[C:13]1[CH3:33], predict the reactants needed to synthesize it. The reactants are: [F:1][C:2]([F:35])([F:34])[C:3]([C:9]1[CH:10]=[C:11]2[C:15](=[CH:16][CH:17]=1)[N:14]([CH2:18][C:19]1[N:20]=[C:21]([C:25]3[CH:30]=[CH:29][C:28]([CH2:31][OH:32])=[CH:27][CH:26]=3)[O:22][C:23]=1[CH3:24])[CH:13]([CH3:33])[CH2:12]2)([OH:8])[C:4]([F:7])([F:6])[F:5]. (10) Given the product [Cl:16][C:17]1[CH:18]=[CH:19][C:20]([C:23]2[O:27][N:26]=[C:25]([CH2:28][N:7]3[CH2:6][C@H:5]([CH2:4][CH:1]4[CH2:2][CH2:3]4)[NH:10][C:9](=[O:11])[C@@H:8]3[CH2:12][CH:13]([CH3:15])[CH3:14])[CH:24]=2)=[CH:21][CH:22]=1, predict the reactants needed to synthesize it. The reactants are: [CH:1]1([CH2:4][C@@H:5]2[NH:10][C:9](=[O:11])[C@H:8]([CH2:12][CH:13]([CH3:15])[CH3:14])[NH:7][CH2:6]2)[CH2:3][CH2:2]1.[Cl:16][C:17]1[CH:22]=[CH:21][C:20]([C:23]2[O:27][N:26]=[C:25]([CH:28]=O)[CH:24]=2)=[CH:19][CH:18]=1.C([C@@H]1N(CC2C=C(C3C=CC=CC=3)ON=2)C[C@H](CC(C)C)NC1=O)C(C)C.